The task is: Predict which catalyst facilitates the given reaction.. This data is from Catalyst prediction with 721,799 reactions and 888 catalyst types from USPTO. Reactant: [CH:1]1([N:4]([C@@H:20]([C:22]2[NH:31][C:30](=O)[C:29]3[C:24](=[CH:25][CH:26]=[CH:27][CH:28]=3)[N:23]=2)[CH3:21])[C:5]([C@@H:7]2[O:12][CH2:11][CH2:10][N:9]([C:13]([O:15][C:16]([CH3:19])([CH3:18])[CH3:17])=[O:14])[CH2:8]2)=[O:6])[CH2:3][CH2:2]1.[CH3:33][O:34][CH2:35][CH2:36][CH2:37]O.C1(P(C2C=CC=CC=2)C2C=CC=CC=2)C=CC=CC=1.N(C(OC(C)C)=O)=NC(OC(C)C)=O. Product: [CH:1]1([N:4]([C@@H:20]([C:22]2[N:31]=[C:30]([CH2:37][CH2:36][CH2:35][O:34][CH3:33])[C:29]3[C:24](=[CH:25][CH:26]=[CH:27][CH:28]=3)[N:23]=2)[CH3:21])[C:5]([C@@H:7]2[O:12][CH2:11][CH2:10][N:9]([C:13]([O:15][C:16]([CH3:18])([CH3:19])[CH3:17])=[O:14])[CH2:8]2)=[O:6])[CH2:3][CH2:2]1. The catalyst class is: 7.